Task: Predict the reaction yield, written as a fraction of the theoretical maximum amount of product (1.0 means a 100% yield; for example, 0.34 means a 34% yield).. Dataset: Reaction yield outcomes from USPTO patents with 853,638 reactions (1) The reactants are [C:1]1([CH2:7][CH2:8][CH2:9][CH:10]=[O:11])[CH:6]=[CH:5][CH:4]=[CH:3][CH:2]=1.[CH:12]([Mg]Br)=[CH2:13]. The catalyst is C1COCC1. The product is [C:1]1([CH2:7][CH2:8][CH2:9][CH:10]([OH:11])[CH:12]=[CH2:13])[CH:6]=[CH:5][CH:4]=[CH:3][CH:2]=1. The yield is 0.460. (2) The reactants are [C:1]1([N:7]2[N:11]=[C:10]([C:12]([OH:14])=O)[CH:9]=[N:8]2)[CH:6]=[CH:5][CH:4]=[CH:3][CH:2]=1.[NH2:15][C:16]1[CH:21]=[CH:20][C:19]([C@@H:22]2[O:27][CH2:26][CH2:25][N:24]([C:28]([O:30][C:31]([CH3:34])([CH3:33])[CH3:32])=[O:29])[CH2:23]2)=[CH:18][CH:17]=1.CN1CCOCC1.CN(C(ON1N=NC2C=CC=CC1=2)=[N+](C)C)C.F[P-](F)(F)(F)(F)F. The catalyst is CCOCC.O.CN(C=O)C. The product is [C:1]1([N:7]2[N:11]=[C:10]([C:12]([NH:15][C:16]3[CH:21]=[CH:20][C:19]([C@@H:22]4[O:27][CH2:26][CH2:25][N:24]([C:28]([O:30][C:31]([CH3:34])([CH3:33])[CH3:32])=[O:29])[CH2:23]4)=[CH:18][CH:17]=3)=[O:14])[CH:9]=[N:8]2)[CH:2]=[CH:3][CH:4]=[CH:5][CH:6]=1. The yield is 0.271. (3) The reactants are [NH2:1][C:2]1[C:7]([S:8](Cl)(=[O:10])=[O:9])=[CH:6][C:5]([Br:12])=[CH:4][N:3]=1.[NH:13]1[CH2:18][CH2:17][O:16][CH2:15][CH2:14]1.N1C=CC=CC=1. The catalyst is O1CCOCC1. The product is [Br:12][C:5]1[CH:6]=[C:7]([S:8]([N:13]2[CH2:18][CH2:17][O:16][CH2:15][CH2:14]2)(=[O:10])=[O:9])[C:2]([NH2:1])=[N:3][CH:4]=1. The yield is 0.910. (4) The reactants are [B:1]([C:4]1[CH:16]=[CH:15][C:7]([O:8][CH2:9][CH2:10][CH2:11][C:12]([OH:14])=[O:13])=[CH:6][CH:5]=1)([OH:3])[OH:2].C(=O)(O)[O-].[K+].[CH2:22](Br)[C:23]1[CH:28]=[CH:27][CH:26]=[CH:25][CH:24]=1. The catalyst is CN(C=O)C. The product is [CH2:22]([O:13][C:12]([CH2:11][CH2:10][CH2:9][O:8][C:7]1[CH:6]=[CH:5][C:4]([B:1]([OH:3])[OH:2])=[CH:16][CH:15]=1)=[O:14])[C:23]1[CH:28]=[CH:27][CH:26]=[CH:25][CH:24]=1. The yield is 0.280. (5) The reactants are Cl[C:2](OC1C=CC([N+]([O-])=O)=CC=1)=[O:3].[NH2:14][CH:15]1[CH2:20][CH2:19][CH:18]([C:21]([NH2:23])=[O:22])[CH2:17][CH2:16]1.CCN(C(C)C)C(C)C.CS(O)(=O)=O.[NH2:38][CH2:39][C:40]1[CH:41]=[C:42]2[C:46](=[CH:47][CH:48]=1)[C:45](=[O:49])[N:44]([CH:50]1[CH2:55][CH2:54][C:53](=[O:56])[NH:52][C:51]1=[O:57])[CH2:43]2. The catalyst is CC#N. The product is [O:57]=[C:51]1[CH:50]([N:44]2[CH2:43][C:42]3[C:46](=[CH:47][CH:48]=[C:40]([CH2:39][NH:38][C:2](=[O:3])[NH:14][CH:15]4[CH2:20][CH2:19][CH:18]([C:21]([NH2:23])=[O:22])[CH2:17][CH2:16]4)[CH:41]=3)[C:45]2=[O:49])[CH2:55][CH2:54][C:53](=[O:56])[NH:52]1. The yield is 0.300. (6) The reactants are [Cl:1][C:2]1[CH:7]=[CH:6][CH:5]=[CH:4][C:3]=1[S:8]([N:11]([C@H:13]1[C:21]2[C:16](=[CH:17][CH:18]=[C:19]([C:22]([O:24]C)=[O:23])[CH:20]=2)[CH2:15][CH2:14]1)[CH3:12])(=[O:10])=[O:9].O[Li].O. The product is [Cl:1][C:2]1[CH:7]=[CH:6][CH:5]=[CH:4][C:3]=1[S:8]([N:11]([C@H:13]1[C:21]2[C:16](=[CH:17][CH:18]=[C:19]([C:22]([OH:24])=[O:23])[CH:20]=2)[CH2:15][CH2:14]1)[CH3:12])(=[O:9])=[O:10]. The catalyst is CO.C1COCC1.O. The yield is 0.580. (7) The reactants are [Cl:1][C:2]1[CH:3]=[N:4][CH:5]=[CH:6][C:7]=1[CH2:8][NH:9][C:10]1[N:15]=[CH:14][C:13]([CH2:16][OH:17])=[CH:12][CH:11]=1.CC(OI1(OC(C)=O)(OC(C)=O)OC(=O)C2C=CC=CC1=2)=O.C(=O)([O-])[O-].[K+].[K+]. The catalyst is O1CCCC1. The product is [Cl:1][C:2]1[CH:3]=[N:4][CH:5]=[CH:6][C:7]=1[CH2:8][NH:9][C:10]1[N:15]=[CH:14][C:13]([CH:16]=[O:17])=[CH:12][CH:11]=1. The yield is 0.910.